This data is from Catalyst prediction with 721,799 reactions and 888 catalyst types from USPTO. The task is: Predict which catalyst facilitates the given reaction. Reactant: [CH3:1][N:2]([C:4]([N:6]=[C:7]([NH2:9])[NH2:8])=[NH:5])[CH3:3].Cl.[OH-].[Na+].[C:13]([OH:16])(=[O:15])[CH3:14]. Product: [CH3:1][N:2]([C:4]([NH:6][C:7]([NH2:9])=[NH:8])=[NH:5])[CH3:3].[C:13]([O-:16])(=[O:15])[CH3:14]. The catalyst class is: 6.